Task: Predict which catalyst facilitates the given reaction.. Dataset: Catalyst prediction with 721,799 reactions and 888 catalyst types from USPTO (1) Reactant: [H-].[Na+].N1C=NC=N1.Br[CH2:9][CH2:10][N:11]([S:22]([C:25]1[CH:30]=[CH:29][C:28]([CH3:31])=[CH:27][CH:26]=1)(=[O:24])=[O:23])[C:12]1[CH:17]=[CH:16][C:15]([Cl:18])=[CH:14][C:13]=1[N+:19]([O-:21])=[O:20].O. Product: [Cl:18][C:15]1[CH:16]=[CH:17][C:12]([N:11]([CH:10]=[CH2:9])[S:22]([C:25]2[CH:26]=[CH:27][C:28]([CH3:31])=[CH:29][CH:30]=2)(=[O:24])=[O:23])=[C:13]([N+:19]([O-:21])=[O:20])[CH:14]=1. The catalyst class is: 3. (2) Reactant: [CH2:1]([O:3][C:4]([C@@H:6]1[CH2:11][C:10]([C:12]2[CH:17]=[CH:16][C:15]([O:18][CH3:19])=[CH:14][CH:13]=2)=[CH:9][CH2:8][N:7]1[C:20]1[CH:25]=[CH:24][C:23]([O:26][CH3:27])=[CH:22][CH:21]=1)=[O:5])[CH3:2].B.[O:29]1CCCC1. The catalyst class is: 7. Product: [CH2:1]([O:3][C:4]([C@@H:6]1[CH2:11][C@H:10]([C:12]2[CH:17]=[CH:16][C:15]([O:18][CH3:19])=[CH:14][CH:13]=2)[C@@H:9]([OH:29])[CH2:8][N:7]1[C:20]1[CH:21]=[CH:22][C:23]([O:26][CH3:27])=[CH:24][CH:25]=1)=[O:5])[CH3:2]. (3) The catalyst class is: 442. Reactant: [C:1]1(B(O)O)[CH:6]=[CH:5][CH:4]=[CH:3][CH:2]=1.I[C:11]1[C:15]([S:16][C:17]2[CH:22]=[CH:21][CH:20]=[CH:19][C:18]=2[S:23]([N:26]2[CH2:30][CH2:29][CH2:28][CH2:27]2)(=[O:25])=[O:24])=[C:14]([CH3:31])[N:13]([CH2:32][C:33]([O:35][CH2:36]C)=[O:34])[C:12]=1[CH3:38].C(=O)([O-])[O-].[Na+].[Na+]. Product: [CH3:38][C:12]1[N:13]([CH2:32][C:33]([O:35][CH3:36])=[O:34])[C:14]([CH3:31])=[C:15]([S:16][C:17]2[CH:22]=[CH:21][CH:20]=[CH:19][C:18]=2[S:23]([N:26]2[CH2:27][CH2:28][CH2:29][CH2:30]2)(=[O:25])=[O:24])[C:11]=1[C:1]1[CH:6]=[CH:5][CH:4]=[CH:3][CH:2]=1. (4) Reactant: Br[C:2]1[CH:26]=[CH:25][C:5]2[N:6]=[C:7]([NH:9][C:10]([N:12]3[CH2:17][CH2:16][C:15](=[CH:18][C:19]4[CH:24]=[CH:23][CH:22]=[CH:21][N:20]=4)[CH2:14][CH2:13]3)=[O:11])[S:8][C:4]=2[CH:3]=1.[N:27]1[CH:32]=[C:31](B(O)O)[CH:30]=[N:29][CH:28]=1.C(=O)([O-])[O-].[Na+].[Na+].[Cl-].[NH4+]. Product: [N:27]1[CH:32]=[C:31]([C:2]2[CH:26]=[CH:25][C:5]3[N:6]=[C:7]([NH:9][C:10]([N:12]4[CH2:17][CH2:16][C:15](=[CH:18][C:19]5[CH:24]=[CH:23][CH:22]=[CH:21][N:20]=5)[CH2:14][CH2:13]4)=[O:11])[S:8][C:4]=3[CH:3]=2)[CH:30]=[N:29][CH:28]=1. The catalyst class is: 128. (5) Reactant: [ClH:1].C(OC([N:9]1[CH2:14][CH2:13][CH:12]([CH:15]2[CH2:19][C:18]3[CH:20]=[C:21]([C:24]4[CH:29]=[CH:28][C:27]([S:30]([CH3:33])(=[O:32])=[O:31])=[CH:26][CH:25]=4)[CH:22]=[CH:23][C:17]=3[O:16]2)[CH2:11][CH2:10]1)=O)(C)(C)C. Product: [CH3:33][S:30]([C:27]1[CH:26]=[CH:25][C:24]([C:21]2[CH:22]=[CH:23][C:17]3[O:16][CH:15]([CH:12]4[CH2:13][CH2:14][NH:9][CH2:10][CH2:11]4)[CH2:19][C:18]=3[CH:20]=2)=[CH:29][CH:28]=1)(=[O:31])=[O:32].[ClH:1]. The catalyst class is: 346. (6) Reactant: [CH3:1][C:2]1([CH3:21])[CH2:10][CH2:9][C:8]([CH3:12])([CH3:11])[C:7]2[CH2:6][C:5]([CH2:16][CH2:17][CH2:18][CH2:19][CH3:20])([C:13](O)=[O:14])[CH2:4][C:3]1=2.CSC.B.CO. Product: [CH3:12][C:8]1([CH3:11])[CH2:9][CH2:10][C:2]([CH3:1])([CH3:21])[C:3]2[CH2:4][C:5]([CH2:13][OH:14])([CH2:16][CH2:17][CH2:18][CH2:19][CH3:20])[CH2:6][C:7]1=2. The catalyst class is: 1. (7) The catalyst class is: 5. Reactant: [Cl:1][C:2]1[CH:7]=[CH:6][C:5]([N:8]2[CH:12]([C:13]3[CH:18]=[CH:17][CH:16]=[CH:15][CH:14]=3)[CH2:11][C:10]([C:19]([O:21]CC)=[O:20])=[N:9]2)=[CH:4][CH:3]=1.O.[OH-].[Na+]. Product: [Cl:1][C:2]1[CH:3]=[CH:4][C:5]([N:8]2[CH:12]([C:13]3[CH:18]=[CH:17][CH:16]=[CH:15][CH:14]=3)[CH2:11][C:10]([C:19]([OH:21])=[O:20])=[N:9]2)=[CH:6][CH:7]=1. (8) Reactant: [CH3:1][C:2]1[NH:11][C:5]2[N:6]=[CH:7][CH:8]=[C:9]([OH:10])[C:4]=2[CH:3]=1.[F:12][C:13]1[CH:14]=[C:15]([N+:20]([O-:22])=[O:21])[CH:16]=[CH:17][C:18]=1F.C(=O)([O-])[O-].[K+].[K+]. Product: [F:12][C:13]1[CH:14]=[C:15]([N+:20]([O-:22])=[O:21])[CH:16]=[CH:17][C:18]=1[O:10][C:9]1[CH:8]=[CH:7][N:6]=[C:5]2[NH:11][C:2]([CH3:1])=[CH:3][C:4]=12. The catalyst class is: 18.